This data is from Full USPTO retrosynthesis dataset with 1.9M reactions from patents (1976-2016). The task is: Predict the reactants needed to synthesize the given product. (1) The reactants are: O1CCCCC1[N:7]1[C:12](=[O:13])[CH:11]=[C:10]([O:14][CH2:15][C:16]2[CH:17]=[N:18][C:19]([C:22]([F:25])([F:24])[F:23])=[CH:20][CH:21]=2)[CH:9]=[N:8]1.Cl. Given the product [F:25][C:22]([F:23])([F:24])[C:19]1[N:18]=[CH:17][C:16]([CH2:15][O:14][C:10]2[CH:9]=[N:8][NH:7][C:12](=[O:13])[CH:11]=2)=[CH:21][CH:20]=1, predict the reactants needed to synthesize it. (2) Given the product [CH3:27][CH2:28][N:18]([CH:16]([CH3:15])[CH3:17])[CH:7]([CH3:8])[CH3:6], predict the reactants needed to synthesize it. The reactants are: CCN=C=N[CH2:6][CH2:7][CH2:8]N(C)C.C1C=C[C:15]2N(O)N=[N:18][C:16]=2[CH:17]=1.CN(C=O)C.[CH3:27][C:28](N(C)C)=O. (3) Given the product [C:3]([O:7][C:9]1[N:14]=[CH:13][C:12]([C:15]([C:17]2[CH:18]=[CH:19][CH:20]=[CH:21][CH:22]=2)=[O:16])=[CH:11][CH:10]=1)([CH3:6])([CH3:5])[CH3:4], predict the reactants needed to synthesize it. The reactants are: [H-].[Na+].[C:3]([OH:7])([CH3:6])([CH3:5])[CH3:4].Cl[C:9]1[N:14]=[CH:13][C:12]([C:15]([C:17]2[CH:22]=[CH:21][CH:20]=[CH:19][CH:18]=2)=[O:16])=[CH:11][CH:10]=1.O.